Dataset: Full USPTO retrosynthesis dataset with 1.9M reactions from patents (1976-2016). Task: Predict the reactants needed to synthesize the given product. (1) The reactants are: [N:1]1([C:6]2[CH:11]=[CH:10][C:9]([CH:12]3[CH2:17][CH2:16][NH:15][CH2:14][CH2:13]3)=[CH:8][CH:7]=2)[CH:5]=[CH:4][N:3]=[CH:2]1.[NH2:18][C:19]1[CH:20]=[C:21]([CH:25]=[CH:26][C:27]=1[CH3:28])[C:22](O)=[O:23].C(N(CC)C(C)C)(C)C. Given the product [NH2:18][C:19]1[CH:20]=[C:21]([C:22]([N:15]2[CH2:16][CH2:17][CH:12]([C:9]3[CH:8]=[CH:7][C:6]([N:1]4[CH:5]=[CH:4][N:3]=[CH:2]4)=[CH:11][CH:10]=3)[CH2:13][CH2:14]2)=[O:23])[CH:25]=[CH:26][C:27]=1[CH3:28], predict the reactants needed to synthesize it. (2) Given the product [OH:3][C:2]1[C:4]([N+:13]([O-:15])=[O:14])=[CH:5][C:6]([CH2:7][CH:8]=[O:19])=[CH:10][C:1]=1[O:11][CH3:12], predict the reactants needed to synthesize it. The reactants are: [C:1]1([O:11][CH3:12])[C:2](=[CH:4][CH:5]=[C:6]([CH:10]=1)[CH2:7][CH:8]=C)[OH:3].[N+:13]([O-])([OH:15])=[O:14].C(O)(=[O:19])C.